From a dataset of Catalyst prediction with 721,799 reactions and 888 catalyst types from USPTO. Predict which catalyst facilitates the given reaction. (1) Reactant: [C:1]([C:5]1[Se:9][C:8]([C:10]#[N:11])=[C:7]([OH:12])[CH:6]=1)([CH3:4])([CH3:3])[CH3:2].[OH:13]S(O)(=O)=O. Product: [C:1]([C:5]1[Se:9][C:8]([C:10]([NH2:11])=[O:13])=[C:7]([OH:12])[CH:6]=1)([CH3:4])([CH3:2])[CH3:3]. The catalyst class is: 55. (2) Product: [NH2:53][C:49]1[CH:48]=[C:47]([O:46][C:45]2[CH:44]=[CH:43][C:42]([NH:62][C:8]([C:7]3[C:2](=[O:1])[N:3]([C:11]4[CH:16]=[CH:15][CH:14]=[CH:13][CH:12]=4)[CH:4]=[CH:5][CH:6]=3)=[O:10])=[CH:41][C:40]=2[F:39])[CH:52]=[CH:51][N:50]=1. The catalyst class is: 3. Reactant: [O:1]=[C:2]1[C:7]([C:8]([OH:10])=O)=[CH:6][CH:5]=[CH:4][N:3]1[C:11]1[CH:16]=[CH:15][CH:14]=[CH:13][CH:12]=1.C1C=CC2N(O)N=NC=2C=1.CCN=C=NCCCN(C)C.Cl.[F:39][C:40]1[CH:41]=[C:42]([NH:62]C(=O)CC(NC2C=CC(F)=CC=2)=O)[CH:43]=[CH:44][C:45]=1[O:46][C:47]1[CH:52]=[CH:51][N:50]=[C:49]([NH:53]CCN2CCOCC2)[CH:48]=1. (3) Reactant: [CH3:1][O:2][C:3](=[O:14])[C:4]1[CH:9]=[C:8]([NH2:10])[C:7]([NH:11][CH3:12])=[CH:6][C:5]=1[F:13].[NH2:15][C:16]1[S:17][C:18]2[CH:24]=[C:23]([O:25][C:26]([F:29])([F:28])[F:27])[CH:22]=[CH:21][C:19]=2[N:20]=1.[C:30](N1C=CN=C1)(N1C=CN=C1)=S. Product: [CH3:1][O:2][C:3]([C:4]1[C:5]([F:13])=[CH:6][C:7]2[N:11]([CH3:30])[C:12]([NH:15][C:16]3[S:17][C:18]4[CH:24]=[C:23]([O:25][C:26]([F:29])([F:27])[F:28])[CH:22]=[CH:21][C:19]=4[N:20]=3)=[N:10][C:8]=2[CH:9]=1)=[O:14]. The catalyst class is: 344. (4) Reactant: F[P-](F)(F)(F)(F)F.N1(OC(N(C)C)=[N+](C)C)C2N=CC=CC=2N=N1.C(OC([NH:32][C:33]1([C:48]([OH:50])=O)[CH2:38][CH2:37][N:36]([C:39]2[C:40]3[CH:47]=[CH:46][NH:45][C:41]=3[N:42]=[CH:43][N:44]=2)[CH2:35][CH2:34]1)=O)(C)(C)C.[Cl:51][C:52]1[CH:57]=[CH:56][C:55]([C@@H:58]([NH2:60])[CH3:59])=[CH:54][CH:53]=1.CCN(C(C)C)C(C)C. Product: [NH2:32][C:33]1([C:48]([NH:60][C@H:58]([C:55]2[CH:56]=[CH:57][C:52]([Cl:51])=[CH:53][CH:54]=2)[CH3:59])=[O:50])[CH2:34][CH2:35][N:36]([C:39]2[C:40]3[CH:47]=[CH:46][NH:45][C:41]=3[N:42]=[CH:43][N:44]=2)[CH2:37][CH2:38]1. The catalyst class is: 44. (5) Reactant: [F:1][C@@:2]1([CH2:15]OS(C(F)(F)F)(=O)=O)[CH2:7][CH2:6][CH2:5][N:4]([C:8]([O:10][C:11]([CH3:14])([CH3:13])[CH3:12])=[O:9])[CH2:3]1.[N-:24]=[N+:25]=[N-:26].[Na+].CC(OC)(C)C.O. Product: [N:24]([CH2:15][C@:2]1([F:1])[CH2:7][CH2:6][CH2:5][N:4]([C:8]([O:10][C:11]([CH3:14])([CH3:13])[CH3:12])=[O:9])[CH2:3]1)=[N+:25]=[N-:26]. The catalyst class is: 3. (6) Reactant: Br[C:2]1[CH:3]=[C:4]([Cl:18])[C:5]([N:8]2[CH2:13][CH2:12][CH:11]([C:14]([OH:17])([CH3:16])[CH3:15])[CH2:10][CH2:9]2)=[N:6][CH:7]=1.CC1(C)C(C)(C)[O:23][B:22](B2OC(C)(C)C(C)(C)O2)[O:21]1. Product: [Cl:18][C:4]1[CH:3]=[C:2]([B:22]([OH:23])[OH:21])[CH:7]=[N:6][C:5]=1[N:8]1[CH2:13][CH2:12][CH:11]([C:14]([OH:17])([CH3:16])[CH3:15])[CH2:10][CH2:9]1. The catalyst class is: 75. (7) Reactant: FC(F)(F)C([N:5]([C@@H:13]1[CH2:15][C@H:14]1[C:16]1[CH:21]=[CH:20][CH:19]=[CH:18][CH:17]=1)[CH2:6][CH:7]1[CH2:12][CH2:11][NH:10][CH2:9][CH2:8]1)=O.[CH:24]([C:26]1[O:27][CH:28]=[C:29]([C:31]([O:33]CC)=[O:32])[N:30]=1)=O.C(O[BH-](OC(=O)C)OC(=O)C)(=O)C.[Na+].[OH-].[Na+]. Product: [C:16]1([C@@H:14]2[CH2:15][C@H:13]2[NH:5][CH2:6][CH:7]2[CH2:8][CH2:9][N:10]([CH2:24][C:26]3[O:27][CH:28]=[C:29]([C:31]([OH:33])=[O:32])[N:30]=3)[CH2:11][CH2:12]2)[CH:17]=[CH:18][CH:19]=[CH:20][CH:21]=1. The catalyst class is: 26.